From a dataset of Forward reaction prediction with 1.9M reactions from USPTO patents (1976-2016). Predict the product of the given reaction. (1) Given the reactants [Cl:1][C:2]1[C:3](Cl)=[N:4][CH:5]=[C:6]([CH:12]=1)[C:7]([O:9][CH2:10][CH3:11])=[O:8].[F:14][C:15]([F:19])([F:18])[CH2:16][OH:17].C[Si]([N-][Si](C)(C)C)(C)C.[Na+], predict the reaction product. The product is: [Cl:1][C:2]1[C:3]([O:17][CH2:16][C:15]([F:19])([F:18])[F:14])=[N:4][CH:5]=[C:6]([CH:12]=1)[C:7]([O:9][CH2:10][CH3:11])=[O:8]. (2) Given the reactants Cl[C:2]1[N:3]=[C:4]([N:23]2[CH2:28][CH2:27][O:26][CH2:25][CH2:24]2)[C:5]2[N:11]=[C:10]([CH2:12][N:13]3[CH2:16][CH:15]([CH:17]4[CH2:22][CH2:21][O:20][CH2:19][CH2:18]4)[CH2:14]3)[CH:9]=[CH:8][C:6]=2[N:7]=1.[CH:29]([C:32]1[NH:36][C:35]2[CH:37]=[CH:38][CH:39]=[CH:40][C:34]=2[N:33]=1)([CH3:31])[CH3:30], predict the reaction product. The product is: [CH:29]([C:32]1[N:33]([C:2]2[N:3]=[C:4]([N:23]3[CH2:24][CH2:25][O:26][CH2:27][CH2:28]3)[C:5]3[N:11]=[C:10]([CH2:12][N:13]4[CH2:16][CH:15]([CH:17]5[CH2:18][CH2:19][O:20][CH2:21][CH2:22]5)[CH2:14]4)[CH:9]=[CH:8][C:6]=3[N:7]=2)[C:34]2[CH:40]=[CH:39][CH:38]=[CH:37][C:35]=2[N:36]=1)([CH3:31])[CH3:30]. (3) Given the reactants [CH2:1]1[O:9][C:8]2[CH:7]=[CH:6][C:5](B(O)O)=[CH:4][C:3]=2[O:2]1.Br[C:14]1[CH:15]=[C:16]2[C:21](=[CH:22][CH:23]=1)[CH2:20][C:19](=[O:24])[CH2:18][CH2:17]2, predict the reaction product. The product is: [O:9]1[C:8]2[CH:7]=[CH:6][C:5]([C:14]3[CH:15]=[C:16]4[C:21](=[CH:22][CH:23]=3)[CH2:20][C:19](=[O:24])[CH2:18][CH2:17]4)=[CH:4][C:3]=2[O:2][CH2:1]1. (4) Given the reactants [CH2:1]([N:5]1[C:14]2[C:9](=[N:10][CH:11]=[C:12]([CH2:15][C:16]3[CH:21]=[CH:20][C:19]([F:22])=[CH:18][CH:17]=3)[CH:13]=2)[C:8]([OH:23])=[C:7]([C:24](OCC)=[O:25])[C:6]1=[O:29])[CH2:2][CH2:3][CH3:4].[NH2:30][CH2:31][CH:32]([OH:34])[CH3:33], predict the reaction product. The product is: [CH2:1]([N:5]1[C:14]2[C:9](=[N:10][CH:11]=[C:12]([CH2:15][C:16]3[CH:21]=[CH:20][C:19]([F:22])=[CH:18][CH:17]=3)[CH:13]=2)[C:8]([OH:23])=[C:7]([C:24]([NH:30][CH2:31][CH:32]([OH:34])[CH3:33])=[O:25])[C:6]1=[O:29])[CH2:2][CH2:3][CH3:4].